The task is: Predict the reactants needed to synthesize the given product.. This data is from Full USPTO retrosynthesis dataset with 1.9M reactions from patents (1976-2016). (1) Given the product [C:22](=[N:23][CH2:25][CH:1]([O:5][CH2:10][C:11]1[CH:16]=[CH:15][CH:14]=[CH:13][CH:12]=1)[CH:2]=[O:3])=[O:27], predict the reactants needed to synthesize it. The reactants are: [C:1](Cl)(=[O:5])[C:2](Cl)=[O:3].C(NCCCO)(O[CH2:10][C:11]1[CH:16]=[CH:15][CH:14]=[CH:13][CH:12]=1)=O.[CH3:22][N:23]([CH3:25])C.P([O-])(O)(O)=[O:27].[K+]. (2) Given the product [O:3]=[C:4]1[N:10]([CH:11]2[CH2:16][CH2:15][N:14]([C:17]([O:19][C@@H:20]([C:31]([O:33][CH3:34])=[O:32])[CH2:21][C:22]3[CH:27]=[C:26]([CH3:28])[C:25]([O:29][CH3:39])=[C:24]([CH3:30])[CH:23]=3)=[O:18])[CH2:13][CH2:12]2)[CH2:9][CH2:8][C:7]2[CH:35]=[CH:36][CH:37]=[CH:38][C:6]=2[NH:5]1, predict the reactants needed to synthesize it. The reactants are: IC.[O:3]=[C:4]1[N:10]([CH:11]2[CH2:16][CH2:15][N:14]([C:17]([O:19][C@@H:20]([C:31]([O:33][CH3:34])=[O:32])[CH2:21][C:22]3[CH:27]=[C:26]([CH3:28])[C:25]([OH:29])=[C:24]([CH3:30])[CH:23]=3)=[O:18])[CH2:13][CH2:12]2)[CH2:9][CH2:8][C:7]2[CH:35]=[CH:36][CH:37]=[CH:38][C:6]=2[NH:5]1.[C:39]([O-])([O-])=O.[Cs+].[Cs+]. (3) The reactants are: O=[C:2]1[C:11]2[C:6](=[CH:7][CH:8]=[C:9]([C:12]3[O:16][C:15]([CH:17]=[O:18])=[CH:14][CH:13]=3)[CH:10]=2)[N:5]=[CH:4][NH:3]1.O=S(Cl)[Cl:21].[ClH:23]. Given the product [ClH:21].[Cl:23][C:2]1[C:11]2[C:6](=[CH:7][CH:8]=[C:9]([C:12]3[O:16][C:15]([CH:17]=[O:18])=[CH:14][CH:13]=3)[CH:10]=2)[N:5]=[CH:4][N:3]=1, predict the reactants needed to synthesize it. (4) Given the product [NH2:22][C:21]1[CH:20]=[C:19]2[C:15](=[CH:14][CH:13]=1)[C:16]([Br:1])([C:23]([O:26][CH3:27])=[O:25])[CH2:17][CH2:18]2, predict the reactants needed to synthesize it. The reactants are: [Br:1]N1C(=O)CCC1=O.COC([C:13]1[CH:14]=[C:15]2[C:19](=[CH:20][C:21]=1[NH2:22])[CH2:18][CH2:17][CH2:16]2)=O.[C:23]([O:26][CH2:27]C)(=[O:25])C. (5) The reactants are: [CH3:1][C:2]1[O:6][N:5]=[C:4]([C:7](Cl)=[O:8])[CH:3]=1.[NH2:10][C:11]1[CH:16]=[CH:15][C:14]([C:17]2[C:25]3[C:20](=[N:21][CH:22]=[N:23][C:24]=3[NH2:26])[N:19]([C@H:27]3[CH2:32][CH2:31][C@@H:30]([N:33]4[CH2:38][CH2:37][N:36]([CH3:39])[CH2:35][CH2:34]4)[CH2:29][CH2:28]3)[N:18]=2)=[CH:13][C:12]=1[O:40][CH3:41]. Given the product [NH2:26][C:24]1[N:23]=[CH:22][N:21]=[C:20]2[N:19]([C@H:27]3[CH2:32][CH2:31][C@@H:30]([N:33]4[CH2:34][CH2:35][N:36]([CH3:39])[CH2:37][CH2:38]4)[CH2:29][CH2:28]3)[N:18]=[C:17]([C:14]3[CH:15]=[CH:16][C:11]([NH:10][C:7]([C:4]4[CH:3]=[C:2]([CH3:1])[O:6][N:5]=4)=[O:8])=[C:12]([O:40][CH3:41])[CH:13]=3)[C:25]=12, predict the reactants needed to synthesize it. (6) Given the product [I:1][C:2]1[CH:3]=[C:4]2[C:9]3=[C:10]([O:12][CH2:13][CH2:14][N:8]3[CH:7]=[C:6]([C:15]([OH:17])=[O:16])[C:5]2=[O:20])[CH:11]=1, predict the reactants needed to synthesize it. The reactants are: [I:1][C:2]1[CH:3]=[C:4]2[C:9]3=[C:10]([O:12][CH2:13][CH2:14][N:8]3[CH:7]=[C:6]([C:15]([O:17]CC)=[O:16])[C:5]2=[O:20])[CH:11]=1.[OH-].[Na+].